Dataset: Forward reaction prediction with 1.9M reactions from USPTO patents (1976-2016). Task: Predict the product of the given reaction. (1) Given the reactants Cl[C:2]1[C:11]2[C:6](=[CH:7][CH:8]=[C:9]([CH3:12])[CH:10]=2)[N:5]=[C:4]([N:13]2[CH2:19][C:18]3[CH:20]=[CH:21][CH:22]=[CH:23][C:17]=3[S:16](=[O:24])[CH2:15][CH2:14]2)[CH:3]=1.CC1(C)[O:30][CH:29]([CH2:31][NH2:32])[CH2:28][O:27]1, predict the reaction product. The product is: [CH3:12][C:9]1[CH:10]=[C:11]2[C:6](=[CH:7][CH:8]=1)[N:5]=[C:4]([N:13]1[CH2:19][C:18]3[CH:20]=[CH:21][CH:22]=[CH:23][C:17]=3[S:16](=[O:24])[CH2:15][CH2:14]1)[CH:3]=[C:2]2[NH:32][CH2:31][CH:29]([OH:30])[CH2:28][OH:27]. (2) Given the reactants [CH3:1][O:2][C:3]1[CH:4]=[C:5]([OH:11])[CH:6]=[C:7]([O:9][CH3:10])[CH:8]=1.P(Cl)(Cl)(Cl)=O.CN(C)[CH:19]=[O:20], predict the reaction product. The product is: [CH:19]([C:8]1[C:7]([O:9][CH3:10])=[CH:6][C:5]([OH:11])=[CH:4][C:3]=1[O:2][CH3:1])=[O:20].